This data is from Forward reaction prediction with 1.9M reactions from USPTO patents (1976-2016). The task is: Predict the product of the given reaction. (1) Given the reactants [H-].[Na+].[Cl:3][C:4]1[CH:12]=[C:11]2[C:7]([CH:8]=[CH:9][NH:10]2)=[CH:6][CH:5]=1.[S:13](Cl)([C:16]1[CH:22]=[CH:21][C:19]([CH3:20])=[CH:18][CH:17]=1)(=[O:15])=[O:14], predict the reaction product. The product is: [Cl:3][C:4]1[CH:12]=[C:11]2[C:7]([CH:8]=[CH:9][N:10]2[S:13]([C:16]2[CH:22]=[CH:21][C:19]([CH3:20])=[CH:18][CH:17]=2)(=[O:15])=[O:14])=[CH:6][CH:5]=1. (2) Given the reactants [Cl:1][C:2]1[N:3]=[C:4]([N:13]2[CH2:18][CH2:17][O:16][CH2:15][CH2:14]2)[C:5]2[S:10][C:9]([CH:11]=O)=[CH:8][C:6]=2[N:7]=1.[NH:19]1[CH2:24][CH2:23][CH:22]([N:25]2[CH2:30][CH2:29][O:28][CH2:27][CH2:26]2)[CH2:21][CH2:20]1.C(O[BH-](OC(=O)C)OC(=O)C)(=O)C, predict the reaction product. The product is: [Cl:1][C:2]1[N:3]=[C:4]([N:13]2[CH2:18][CH2:17][O:16][CH2:15][CH2:14]2)[C:5]2[S:10][C:9]([CH2:11][N:19]3[CH2:24][CH2:23][CH:22]([N:25]4[CH2:30][CH2:29][O:28][CH2:27][CH2:26]4)[CH2:21][CH2:20]3)=[CH:8][C:6]=2[N:7]=1.